This data is from Reaction yield outcomes from USPTO patents with 853,638 reactions. The task is: Predict the reaction yield, written as a fraction of the theoretical maximum amount of product (1.0 means a 100% yield; for example, 0.34 means a 34% yield). (1) The reactants are [NH2:1][C:2]1[CH:36]=[CH:35][C:5]([O:6][C:7]2[CH:12]=[CH:11][N:10]=[C:9]3[CH:13]=[C:14]([C:16]4[N:21]=[CH:20][C:19]([CH2:22][N:23]([CH2:31][CH2:32][O:33][CH3:34])[C:24](=[O:30])[O:25][C:26]([CH3:29])([CH3:28])[CH3:27])=[CH:18][CH:17]=4)[S:15][C:8]=23)=[C:4]([F:37])[CH:3]=1.CCN([CH:44]([CH3:46])[CH3:45])C(C)C.CN(C(ON1N=N[C:57]2[CH:58]=[CH:59][CH:60]=N[C:56]1=2)=[N+](C)C)C.[F:64][P-](F)(F)(F)(F)F.C([O:74][CH2:75]C)(=O)C.[CH3:77][N:78]([CH:80]=[O:81])C. No catalyst specified. The product is [F:37][C:4]1[CH:3]=[C:2]([NH:1][C:75]([C:44]2([C:80](=[O:81])[NH:78][C:77]3[CH:56]=[CH:57][C:58]([F:64])=[CH:59][CH:60]=3)[CH2:45][CH2:46]2)=[O:74])[CH:36]=[CH:35][C:5]=1[O:6][C:7]1[CH:12]=[CH:11][N:10]=[C:9]2[CH:13]=[C:14]([C:16]3[N:21]=[CH:20][C:19]([CH2:22][N:23]([CH2:31][CH2:32][O:33][CH3:34])[C:24](=[O:30])[O:25][C:26]([CH3:29])([CH3:28])[CH3:27])=[CH:18][CH:17]=3)[S:15][C:8]=12. The yield is 0.740. (2) The reactants are [H-].[Na+].[OH:3][C:4]1[CH:9]=[CH:8][C:7]([N:10]2[C:15](=[O:16])[C:14]([CH2:17][C:18]3[CH:23]=[CH:22][C:21]([C:24]4[C:25]([C:30]#[N:31])=[CH:26][CH:27]=[CH:28][CH:29]=4)=[CH:20][CH:19]=3)=[C:13]([CH2:32][CH2:33][CH3:34])[N:12]3[N:35]=[CH:36][N:37]=[C:11]23)=[CH:6][CH:5]=1.[CH3:38][C:39]1([CH3:42])[CH2:41][O:40]1.Cl. The catalyst is CN(C=O)C. The product is [OH:40][C:39]([CH3:42])([CH3:41])[CH2:38][O:3][C:4]1[CH:9]=[CH:8][C:7]([N:10]2[C:15](=[O:16])[C:14]([CH2:17][C:18]3[CH:23]=[CH:22][C:21]([C:24]4[C:25]([C:30]#[N:31])=[CH:26][CH:27]=[CH:28][CH:29]=4)=[CH:20][CH:19]=3)=[C:13]([CH2:32][CH2:33][CH3:34])[N:12]3[N:35]=[CH:36][N:37]=[C:11]23)=[CH:6][CH:5]=1. The yield is 0.610. (3) The reactants are [Cl:1][C:2]1[CH:3]=[N:4][C:5]2[C:10]([CH:11]=1)=[CH:9][C:8]([CH2:12]O)=[CH:7][C:6]=2[C:14]#[N:15].O=S(Cl)[Cl:18]. No catalyst specified. The product is [Cl:1][C:2]1[CH:3]=[N:4][C:5]2[C:10]([CH:11]=1)=[CH:9][C:8]([CH2:12][Cl:18])=[CH:7][C:6]=2[C:14]#[N:15]. The yield is 0.700. (4) The reactants are [O:1]1[CH:5]=[CH:4][CH:3]=[C:2]1[C:6]1[O:7][C:8]([CH3:36])=[C:9]([CH2:11][O:12][C:13]2[CH:33]=[CH:32][C:16]([CH2:17][O:18][C:19]3[CH:23]=[C:22]([CH:24]=O)[N:21]([C:26]4[CH:31]=[CH:30][CH:29]=[CH:28][CH:27]=4)[N:20]=3)=[CH:15][C:14]=2[O:34][CH3:35])[N:10]=1.C(OP([CH2:45][C:46]([O:48][CH2:49][CH3:50])=[O:47])(OCC)=O)C.[H-].[Na+]. The catalyst is CN(C)C=O. The product is [O:1]1[CH:5]=[CH:4][CH:3]=[C:2]1[C:6]1[O:7][C:8]([CH3:36])=[C:9]([CH2:11][O:12][C:13]2[CH:33]=[CH:32][C:16]([CH2:17][O:18][C:19]3[CH:23]=[C:22](/[CH:24]=[CH:45]/[C:46]([O:48][CH2:49][CH3:50])=[O:47])[N:21]([C:26]4[CH:27]=[CH:28][CH:29]=[CH:30][CH:31]=4)[N:20]=3)=[CH:15][C:14]=2[O:34][CH3:35])[N:10]=1. The yield is 0.740. (5) The catalyst is CCO. The product is [F:12][C:13]1[CH:20]=[CH:19][CH:18]=[CH:17][C:14]=1[CH:15]1[C:2]([C:1]([O:7][C:8]([CH3:11])([CH3:10])[CH3:9])=[O:6])=[C:3]([CH3:5])[NH:21][C:3]([CH3:5])=[C:2]1[C:1]([O:7][C:8]([CH3:11])([CH3:10])[CH3:9])=[O:22]. The yield is 0.160. The reactants are [C:1]([O:7][C:8]([CH3:11])([CH3:10])[CH3:9])(=[O:6])[CH2:2][C:3]([CH3:5])=O.[F:12][C:13]1[CH:20]=[CH:19][CH:18]=[CH:17][C:14]=1[CH:15]=O.[NH4+:21].[OH-:22]. (6) The reactants are CN(C(ON1N=NC2C=CC=NC1=2)=[N+](C)C)C.F[P-](F)(F)(F)(F)F.[C:25]1([N:31]2[CH2:36][CH2:35][CH:34]([O:37][C:38]3[CH:50]=[CH:49][C:41]([CH2:42][C@@H:43]([C:45]([O:47]C)=[O:46])[NH2:44])=[CH:40][CH:39]=3)[CH2:33][CH2:32]2)[CH:30]=[CH:29][CH:28]=[CH:27][CH:26]=1.[CH3:51][C:52]1[CH:60]=[CH:59][CH:58]=[C:57]([CH3:61])[C:53]=1[C:54](O)=[O:55].C(N(CC)CC)C. The catalyst is CN(C=O)C. The product is [CH3:51][C:52]1[CH:60]=[CH:59][CH:58]=[C:57]([CH3:61])[C:53]=1[C:54]([NH:44][C@H:43]([C:45]([OH:47])=[O:46])[CH2:42][C:41]1[CH:49]=[CH:50][C:38]([O:37][CH:34]2[CH2:35][CH2:36][N:31]([C:25]3[CH:30]=[CH:29][CH:28]=[CH:27][CH:26]=3)[CH2:32][CH2:33]2)=[CH:39][CH:40]=1)=[O:55]. The yield is 0.380. (7) The product is [O:1]1[CH2:2][CH2:3][CH:4]([CH2:7][S:21][C:19](=[O:22])[CH3:20])[CH2:5][CH2:6]1. The reactants are [O:1]1[CH2:6][CH2:5][CH:4]([CH2:7]OS(C2C=CC(C)=CC=2)(=O)=O)[CH2:3][CH2:2]1.[C:19]([O-:22])(=[S:21])[CH3:20].[K+].O. The catalyst is CC(CC(C)C)=O. The yield is 0.960.